From a dataset of Forward reaction prediction with 1.9M reactions from USPTO patents (1976-2016). Predict the product of the given reaction. (1) Given the reactants C(OC(=O)[NH:7][C:8]1[CH:13]=[CH:12][C:11]([CH2:14][CH2:15][N:16]2[C:24]([S:25][C:26]3[C:34]([Br:35])=[CH:33][C:29]4[O:30][CH2:31][O:32][C:28]=4[CH:27]=3)=[N:23][C:22]3[C:17]2=[N:18][CH:19]=[N:20][C:21]=3[NH2:36])=[CH:10][CH:9]=1)(C)(C)C.C(O)(C(F)(F)F)=O, predict the reaction product. The product is: [NH2:7][C:8]1[CH:13]=[CH:12][C:11]([CH2:14][CH2:15][N:16]2[C:24]([S:25][C:26]3[C:34]([Br:35])=[CH:33][C:29]4[O:30][CH2:31][O:32][C:28]=4[CH:27]=3)=[N:23][C:22]3[C:17]2=[N:18][CH:19]=[N:20][C:21]=3[NH2:36])=[CH:10][CH:9]=1. (2) Given the reactants [N:1]1[C:9]2[CH:8]=[CH:7][N:6]=[CH:5][C:4]=2[NH:3][C:2]=1[C:10]1[C:18]2[N:17]3[CH:19]=[CH:20][CH:21]=[C:16]3[C:15](=[N:22]O)[C:14]=2[CH:13]=[CH:12][CH:11]=1.C(O)C.O, predict the reaction product. The product is: [N:1]1[C:9]2[CH:8]=[CH:7][N:6]=[CH:5][C:4]=2[NH:3][C:2]=1[C:10]1[C:18]2[N:17]3[CH:19]=[CH:20][CH:21]=[C:16]3[CH:15]([NH2:22])[C:14]=2[CH:13]=[CH:12][CH:11]=1. (3) Given the reactants [Br:1][C:2]1[C:3]([N+:15]([O-])=O)=[C:4]([CH:8]=[C:9]([O:13][CH3:14])[C:10]=1[O:11][CH3:12])[C:5]([NH2:7])=[O:6], predict the reaction product. The product is: [NH2:15][C:3]1[C:2]([Br:1])=[C:10]([O:11][CH3:12])[C:9]([O:13][CH3:14])=[CH:8][C:4]=1[C:5]([NH2:7])=[O:6]. (4) Given the reactants Br[CH:2]([C:4]1[N:13]([CH3:14])[C:12](=[O:15])[C:11]2[C:6](=[CH:7][CH:8]=[C:9]([S:16]([CH3:19])(=[O:18])=[O:17])[CH:10]=2)[N:5]=1)[CH3:3].[CH3:20][O:21][C:22]1[CH:27]=[CH:26][C:25]([S:28]([N:31]2[CH2:36][CH2:35][NH:34][CH2:33][CH2:32]2)(=[O:30])=[O:29])=[CH:24][CH:23]=1, predict the reaction product. The product is: [CH3:19][S:16]([C:9]1[CH:10]=[C:11]2[C:6](=[CH:7][CH:8]=1)[N:5]=[C:4]([CH:2]([N:34]1[CH2:33][CH2:32][N:31]([S:28]([C:25]3[CH:24]=[CH:23][C:22]([O:21][CH3:20])=[CH:27][CH:26]=3)(=[O:30])=[O:29])[CH2:36][CH2:35]1)[CH3:3])[N:13]([CH3:14])[C:12]2=[O:15])(=[O:18])=[O:17]. (5) Given the reactants [F:1][C:2]([F:7])([F:6])[C:3]([OH:5])=[O:4].[F:8][C:9]([F:14])([F:13])[C:10]([OH:12])=[O:11].FC(F)(F)C(O)=O.[Cl:22][C:23]1[CH:24]=[N:25][C:26]2[NH:27][C:28]3[CH:29]=[N:30][CH:31]=[C:32]([CH:45]=3)[CH2:33][CH2:34][C:35]3[CH:43]=[C:39]([NH:40][C:41]=1[N:42]=2)[CH:38]=[CH:37][C:36]=3[NH2:44].[O:46]=[C:47]1[C:55]2[C:50](=[CH:51][CH:52]=[CH:53][CH:54]=2)[C:49](=[O:56])[N:48]1[CH2:57][CH2:58][S:59](Cl)(=[O:61])=[O:60], predict the reaction product. The product is: [F:1][C:2]([F:7])([F:6])[C:3]([OH:5])=[O:4].[F:8][C:9]([F:14])([F:13])[C:10]([OH:12])=[O:11].[Cl:22][C:23]1[CH:24]=[N:25][C:26]2[NH:27][C:28]3[CH:29]=[N:30][CH:31]=[C:32]([CH:45]=3)[CH2:33][CH2:34][C:35]3[CH:43]=[C:39]([NH:40][C:41]=1[N:42]=2)[CH:38]=[CH:37][C:36]=3[NH:44][S:59]([CH2:58][CH2:57][N:48]1[C:47](=[O:46])[C:55]2[C:50](=[CH:51][CH:52]=[CH:53][CH:54]=2)[C:49]1=[O:56])(=[O:60])=[O:61]. (6) Given the reactants CS([C:4]1[N:5]=[CH:6][C:7]2[C:8](=[O:27])[N:9]([C:17]3[CH:22]=[CH:21][C:20]([O:23][CH2:24][CH:25]=[CH2:26])=[CH:19][CH:18]=3)[C:10]3[N:11]([CH:14]=[CH:15][N:16]=3)[C:12]=2[N:13]=1)=O.[NH2:28][C:29]1[CH:38]=[C:37]2[C:32]([C:33]3([CH2:47][CH2:46]3)[CH2:34][N:35]([C:39]([O:41][C:42]([CH3:45])([CH3:44])[CH3:43])=[O:40])[CH2:36]2)=[CH:31][CH:30]=1, predict the reaction product. The product is: [O:27]=[C:8]1[C:7]2[CH:6]=[N:5][C:4]([NH:28][C:29]3[CH:38]=[C:37]4[C:32]([C:33]5([CH2:46][CH2:47]5)[CH2:34][N:35]([C:39]([O:41][C:42]([CH3:43])([CH3:44])[CH3:45])=[O:40])[CH2:36]4)=[CH:31][CH:30]=3)=[N:13][C:12]=2[N:11]2[CH:14]=[CH:15][N:16]=[C:10]2[N:9]1[C:17]1[CH:22]=[CH:21][C:20]([O:23][CH2:24][CH:25]=[CH2:26])=[CH:19][CH:18]=1. (7) The product is: [N:32]1([NH:31][C:28](=[O:29])[CH2:27][CH2:26][CH2:25][N:2]([CH3:1])[C:3]([C:5]2[CH:6]=[C:7]3[C:15](=[CH:16][CH:17]=2)[N:14]([CH3:18])[C:13]2[CH2:12][CH2:11][C@@H:10]([CH:19]4[CH2:24][CH2:23][O:22][CH2:21][CH2:20]4)[CH2:9][C:8]3=2)=[O:4])[CH:36]=[CH:35][CH:34]=[CH:33]1. Given the reactants [CH3:1][N:2]([CH2:25][CH2:26][CH2:27][C:28](O)=[O:29])[C:3]([C:5]1[CH:6]=[C:7]2[C:15](=[CH:16][CH:17]=1)[N:14]([CH3:18])[C:13]1[CH2:12][CH2:11][C@@H:10]([CH:19]3[CH2:24][CH2:23][O:22][CH2:21][CH2:20]3)[CH2:9][C:8]2=1)=[O:4].[NH2:31][N:32]1[CH:36]=[CH:35][CH:34]=[CH:33]1.F[P-](F)(F)(F)(F)F.N1(OC(N(C)C)=[N+](C)C)C2N=CC=CC=2N=N1.C(N(CC)C(C)C)(C)C, predict the reaction product. (8) Given the reactants [NH2:1][C:2]1[N:11]2[N:12]=[C:13]([CH2:15][C:16]3[CH2:17][N:18]([C:21]([O:23][C:24]([CH3:27])([CH3:26])[CH3:25])=[O:22])[CH2:19][CH:20]=3)[N:14]=[C:10]2[C:9]2[C:4](=[C:5]3[O:30][C:29]([F:32])([F:31])[O:28][C:6]3=[CH:7][CH:8]=2)[N:3]=1, predict the reaction product. The product is: [NH2:1][C:2]1[N:11]2[N:12]=[C:13]([CH2:15][CH:16]3[CH2:20][CH2:19][N:18]([C:21]([O:23][C:24]([CH3:26])([CH3:27])[CH3:25])=[O:22])[CH2:17]3)[N:14]=[C:10]2[C:9]2[C:4](=[C:5]3[O:30][C:29]([F:31])([F:32])[O:28][C:6]3=[CH:7][CH:8]=2)[N:3]=1. (9) Given the reactants [O:1]=[C:2]([CH2:8][C:9]1[CH:14]=[CH:13][CH:12]=[CH:11][CH:10]=1)[CH2:3][C:4]([O:6][CH3:7])=[O:5].S(Cl)([Cl:18])(=O)=O, predict the reaction product. The product is: [Cl:18][CH:3]([C:2](=[O:1])[CH2:8][C:9]1[CH:14]=[CH:13][CH:12]=[CH:11][CH:10]=1)[C:4]([O:6][CH3:7])=[O:5].